This data is from Full USPTO retrosynthesis dataset with 1.9M reactions from patents (1976-2016). The task is: Predict the reactants needed to synthesize the given product. The reactants are: CC([O-])=O.CC([O-])=O.[Pd+2:9].[CH:10]1([P:16]([CH:38]2[CH2:43][CH2:42][CH2:41][CH2:40][CH2:39]2)[C:17]2[CH:22]=[CH:21][CH:20]=[CH:19][C:18]=2[C:23]2[C:28]([CH:29]([CH3:31])[CH3:30])=[CH:27][C:26]([CH:32]([CH3:34])[CH3:33])=[CH:25][C:24]=2[CH:35]([CH3:37])[CH3:36])[CH2:15][CH2:14][CH2:13][CH2:12][CH2:11]1. Given the product [CH:10]1([P:16]([CH:38]2[CH2:43][CH2:42][CH2:41][CH2:40][CH2:39]2)[C:17]2[CH:22]=[CH:21][CH:20]=[CH:19][C:18]=2[C:23]2[C:28]([CH:29]([CH3:30])[CH3:31])=[CH:27][C:26]([CH:32]([CH3:33])[CH3:34])=[CH:25][C:24]=2[CH:35]([CH3:36])[CH3:37])[CH2:15][CH2:14][CH2:13][CH2:12][CH2:11]1.[Pd:9], predict the reactants needed to synthesize it.